Dataset: Merck oncology drug combination screen with 23,052 pairs across 39 cell lines. Task: Regression. Given two drug SMILES strings and cell line genomic features, predict the synergy score measuring deviation from expected non-interaction effect. (1) Drug 1: CN1C(=O)C=CC2(C)C3CCC4(C)C(NC(=O)OCC(F)(F)F)CCC4C3CCC12. Drug 2: O=C(O)C1(Cc2cccc(Nc3nccs3)n2)CCC(Oc2cccc(Cl)c2F)CC1. Cell line: RKO. Synergy scores: synergy=35.7. (2) Drug 1: C=CCn1c(=O)c2cnc(Nc3ccc(N4CCN(C)CC4)cc3)nc2n1-c1cccc(C(C)(C)O)n1. Drug 2: CC1(c2nc3c(C(N)=O)cccc3[nH]2)CCCN1. Cell line: HCT116. Synergy scores: synergy=-3.43.